Dataset: Forward reaction prediction with 1.9M reactions from USPTO patents (1976-2016). Task: Predict the product of the given reaction. (1) Given the reactants [OH-].[Na+].[C:3]1([C:9]2([C:34]3[CH:39]=[CH:38][CH:37]=[CH:36][CH:35]=3)[CH2:17][C:16]3[N:15](S(C4C=CC(C)=CC=4)(=O)=O)[N:14]=[C:13]([C:28]4[CH:29]=[N:30][CH:31]=[CH:32][CH:33]=4)[C:12]=3[CH:11]=[CH:10]2)[CH:8]=[CH:7][CH:6]=[CH:5][CH:4]=1, predict the reaction product. The product is: [C:34]1([C:9]2([C:3]3[CH:8]=[CH:7][CH:6]=[CH:5][CH:4]=3)[CH2:17][C:16]3[NH:15][N:14]=[C:13]([C:28]4[CH:29]=[N:30][CH:31]=[CH:32][CH:33]=4)[C:12]=3[CH:11]=[CH:10]2)[CH:35]=[CH:36][CH:37]=[CH:38][CH:39]=1. (2) Given the reactants Cl[C:2]1[N:11]=[C:10]([NH2:12])[C:9]2[C:4](=[CH:5][CH:6]=[CH:7][CH:8]=2)[N:3]=1.[NH2:13][OH:14], predict the reaction product. The product is: [OH:14][NH:13][C:2]1[N:11]=[C:10]([NH2:12])[C:9]2[C:4](=[CH:5][CH:6]=[CH:7][CH:8]=2)[N:3]=1.